Dataset: Catalyst prediction with 721,799 reactions and 888 catalyst types from USPTO. Task: Predict which catalyst facilitates the given reaction. (1) Reactant: [CH2:1]([O:3][C:4]([C@@H:6]1[CH2:15][C@@H:14]2[C@@H:9]([CH2:10][CH2:11][C@H:12]([CH2:16][N:17]3[C:21]([C:22]([O:24][CH2:25][CH3:26])=[O:23])=[C:20]([C:27]([O:29][CH2:30][CH3:31])=[O:28])[N:19]=[CH:18]3)[CH2:13]2)[CH2:8][NH:7]1)=[O:5])[CH3:2].[ClH:32]. Product: [ClH:32].[ClH:32].[CH2:1]([O:3][C:4]([C@@H:6]1[CH2:15][C@@H:14]2[C@@H:9]([CH2:10][CH2:11][C@H:12]([CH2:16][N:17]3[C:21]([C:22]([O:24][CH2:25][CH3:26])=[O:23])=[C:20]([C:27]([O:29][CH2:30][CH3:31])=[O:28])[N:19]=[CH:18]3)[CH2:13]2)[CH2:8][NH:7]1)=[O:5])[CH3:2]. The catalyst class is: 13. (2) The catalyst class is: 3. Reactant: [NH2:1][C:2]1[C:7]([OH:8])=[C:6]([F:9])[CH:5]=[CH:4][N:3]=1.Br[CH2:11][C:12]1[C:17]([F:18])=[CH:16][CH:15]=[CH:14][C:13]=1[F:19].C(=O)([O-])[O-].[Cs+].[Cs+]. Product: [F:18][C:17]1[CH:16]=[CH:15][CH:14]=[C:13]([F:19])[C:12]=1[CH2:11][O:8][C:7]1[C:2]([NH2:1])=[N:3][CH:4]=[CH:5][C:6]=1[F:9].